Dataset: Reaction yield outcomes from USPTO patents with 853,638 reactions. Task: Predict the reaction yield, written as a fraction of the theoretical maximum amount of product (1.0 means a 100% yield; for example, 0.34 means a 34% yield). (1) The reactants are [CH3:1][O:2][C:3]1[CH:12]=[CH:11][C:6]2[CH:7]=[C:8]([CH3:10])[O:9][C:5]=2[CH:4]=1.[CH:13]1([C:19](Cl)=[O:20])[CH2:18][CH2:17][CH2:16][CH2:15][CH2:14]1.[N+](C)([O-])=O.[Cl-].[Al+3].[Cl-].[Cl-]. The catalyst is O. The product is [CH:13]1([C:19]([C:7]2[C:6]3[CH:11]=[CH:12][C:3]([O:2][CH3:1])=[CH:4][C:5]=3[O:9][C:8]=2[CH3:10])=[O:20])[CH2:18][CH2:17][CH2:16][CH2:15][CH2:14]1. The yield is 0.470. (2) The reactants are Cl[C:2]([Cl:12])(OC(=O)OC(Cl)(Cl)Cl)Cl.[CH3:13][C:14]1[C:22]2[C:17](=[N:18]C=[CH:20][CH:21]=2)[S:16][N+:15]=1[O-].C(NC(C)C)(C)C. The catalyst is ClCCl. The product is [Cl:12][C:2]1[N:18]=[C:17]2[S:16][N:15]=[C:14]([CH3:13])[C:22]2=[CH:21][CH:20]=1. The yield is 0.460. (3) The reactants are Cl[CH2:2][CH2:3][CH2:4][CH2:5][C:6]1[CH:15]=[CH:14][C:9]2[NH:10][C:11](=[O:13])[O:12][C:8]=2[CH:7]=1.[C:16]1([N:26]2[CH2:31][CH2:30][NH:29][CH2:28][CH2:27]2)[C:25]2[C:20](=[CH:21][CH:22]=[CH:23][CH:24]=2)[CH:19]=[CH:18][CH:17]=1.C(=O)([O-])[O-].[Na+].[Na+]. The catalyst is [I-].[Na+].C(O)(C)C. The product is [C:16]1([N:26]2[CH2:31][CH2:30][N:29]([CH2:2][CH2:3][CH2:4][CH2:5][C:6]3[CH:15]=[CH:14][C:9]4[NH:10][C:11](=[O:13])[O:12][C:8]=4[CH:7]=3)[CH2:28][CH2:27]2)[C:25]2[C:20](=[CH:21][CH:22]=[CH:23][CH:24]=2)[CH:19]=[CH:18][CH:17]=1. The yield is 0.460. (4) The reactants are [OH:1][C:2]1[CH:3]=[C:4]([CH:9]=[CH:10][CH:11]=1)[C:5]([O:7][CH3:8])=[O:6].C([O-])([O-])=O.[K+].[K+].Br[CH2:19][CH2:20][CH2:21][C:22]([O:24][C:25]([CH3:28])([CH3:27])[CH3:26])=[O:23]. The catalyst is CN(C=O)C. The product is [C:25]([O:24][C:22](=[O:23])[CH2:21][CH2:20][CH2:19][O:1][C:2]1[CH:3]=[C:4]([CH:9]=[CH:10][CH:11]=1)[C:5]([O:7][CH3:8])=[O:6])([CH3:28])([CH3:27])[CH3:26]. The yield is 0.720. (5) The reactants are [CH:1]([C:4]1[N:8]=[C:7]([N:9]2[CH2:14][CH2:13][CH:12]([NH2:15])[CH2:11][CH2:10]2)[S:6][N:5]=1)([CH3:3])[CH3:2].C[Al](C)C.C1(C)C=CC=CC=1.[Br:27][C:28]1[CH:40]=[CH:39][C:31]([O:32][C@H:33]2[CH2:37][CH2:36][O:35][C:34]2=[O:38])=[C:30]([F:41])[CH:29]=1. The catalyst is C(Cl)Cl. The product is [Br:27][C:28]1[CH:40]=[CH:39][C:31]([O:32][C@@H:33]([CH2:37][CH2:36][OH:35])[C:34]([NH:15][CH:12]2[CH2:11][CH2:10][N:9]([C:7]3[S:6][N:5]=[C:4]([CH:1]([CH3:3])[CH3:2])[N:8]=3)[CH2:14][CH2:13]2)=[O:38])=[C:30]([F:41])[CH:29]=1. The yield is 0.760.